Dataset: Catalyst prediction with 721,799 reactions and 888 catalyst types from USPTO. Task: Predict which catalyst facilitates the given reaction. (1) Reactant: [F:1][C:2]1[CH:10]=[C:9]2[C:5]([C:6]([C:20]3[CH:42]=[CH:41][C:23]4[N:24]=[C:25]([CH2:27][CH:28]5[CH2:33][CH2:32][N:31](C(OC(C)(C)C)=O)[CH2:30][CH2:29]5)[O:26][C:22]=4[CH:21]=3)=[CH:7][N:8]2[S:11]([C:14]2[CH:19]=[CH:18][CH:17]=[CH:16][CH:15]=2)(=[O:13])=[O:12])=[CH:4][CH:3]=1.CC(=O)OCC.Cl. Product: [F:1][C:2]1[CH:10]=[C:9]2[C:5]([C:6]([C:20]3[CH:42]=[CH:41][C:23]4[N:24]=[C:25]([CH2:27][CH:28]5[CH2:29][CH2:30][NH:31][CH2:32][CH2:33]5)[O:26][C:22]=4[CH:21]=3)=[CH:7][N:8]2[S:11]([C:14]2[CH:19]=[CH:18][CH:17]=[CH:16][CH:15]=2)(=[O:13])=[O:12])=[CH:4][CH:3]=1. The catalyst class is: 425. (2) Reactant: [Br:1][C:2]1[CH:7]=[CH:6][C:5]([OH:8])=[C:4]([CH3:9])[CH:3]=1.C([O-])([O-])=O.[K+].[K+].[CH2:16](Br)[C:17]1[CH:22]=[CH:21][CH:20]=[CH:19][CH:18]=1. Product: [CH2:16]([O:8][C:5]1[CH:6]=[CH:7][C:2]([Br:1])=[CH:3][C:4]=1[CH3:9])[C:17]1[CH:22]=[CH:21][CH:20]=[CH:19][CH:18]=1. The catalyst class is: 23. (3) Reactant: [Br:1][C:2]1[CH:3]=[CH:4][C:5]2[O:10][CH2:9][C@@H:8]([CH2:11][OH:12])[O:7][C:6]=2[CH:13]=1.[C:14]1(O)[CH:19]=[CH:18][CH:17]=[CH:16][CH:15]=1.C1(P(C2C=CC=CC=2)C2C=CC=CC=2)C=CC=CC=1.CCOC(/N=N/C(OCC)=O)=O. Product: [Br:1][C:2]1[CH:3]=[CH:4][C:5]2[O:10][CH2:9][C@@H:8]([CH2:11][O:12][C:14]3[CH:19]=[CH:18][CH:17]=[CH:16][CH:15]=3)[O:7][C:6]=2[CH:13]=1. The catalyst class is: 1. (4) Reactant: [H-].[Na+].[CH:3](=[C:5](/[C:10]1[CH:35]=[C:34]2[C:13]([NH:14][C:15]3[C:16]2=[CH:17][CH:18]=[C:19]2[C:27]=3[NH:26][C:25]3[C:20]2=[CH:21][C:22]([C:28]2[CH:33]=[CH:32][CH:31]=[CH:30][CH:29]=2)=[CH:23][CH:24]=3)=[CH:12][CH:11]=1)\[CH:6]=[CH:7]/[CH:8]=C)\[CH3:4].C1OCCOCCOCCOCCOC1.[Br:51][C:52]1[CH:60]=[CH:59][CH:58]=[CH:57][C:53]=1[C:54](Cl)=[O:55]. Product: [Br:51][C:52]1[CH:60]=[CH:59][CH:58]=[CH:57][C:53]=1[C:54]([N:26]1[C:27]2[C:19](=[CH:18][CH:17]=[C:16]3[C:34]4[C:13](=[CH:12][CH:11]=[C:10]([C:5]5[CH:6]=[CH:7][CH:8]=[CH:4][CH:3]=5)[CH:35]=4)[NH:14][C:15]3=2)[C:20]2[C:25]1=[CH:24][CH:23]=[C:22]([C:28]1[CH:33]=[CH:32][CH:31]=[CH:30][CH:29]=1)[CH:21]=2)=[O:55]. The catalyst class is: 1. (5) Reactant: [Si:1](Cl)([C:4]([CH3:7])([CH3:6])[CH3:5])([CH3:3])[CH3:2].C1(S([C:18]([F:21])([F:20])[F:19])(=O)=O)C=CC=CC=1. Product: [F:21][C:18]([Si:1]([C:4]([CH3:7])([CH3:6])[CH3:5])([CH3:3])[CH3:2])([F:19])[F:20]. The catalyst class is: 3. (6) Reactant: C[Zn]C.I[C:5]1[C:13]2[C:8](=[CH:9][CH:10]=[CH:11][C:12]=2[N+:14]([O-:16])=[O:15])[N:7]([CH2:17][C:18]2[CH:23]=[CH:22][C:21]([O:24][CH3:25])=[CH:20][CH:19]=2)[N:6]=1.[CH3:26]O.Cl. Product: [CH3:25][O:24][C:21]1[CH:22]=[CH:23][C:18]([CH2:17][N:7]2[C:8]3[C:13](=[C:12]([N+:14]([O-:16])=[O:15])[CH:11]=[CH:10][CH:9]=3)[C:5]([CH3:26])=[N:6]2)=[CH:19][CH:20]=1. The catalyst class is: 75. (7) Reactant: [H-].[Na+].[F:3][C:4]1[CH:9]=[CH:8][C:7]([SH:10])=[CH:6][CH:5]=1.I[CH2:12][CH2:13][CH:14]1[CH2:19][CH2:18][N:17]([C:20]([O:22][C:23]([CH3:26])([CH3:25])[CH3:24])=[O:21])[CH2:16][CH2:15]1. Product: [F:3][C:4]1[CH:9]=[CH:8][C:7]([S:10][CH2:12][CH2:13][CH:14]2[CH2:15][CH2:16][N:17]([C:20]([O:22][C:23]([CH3:24])([CH3:26])[CH3:25])=[O:21])[CH2:18][CH2:19]2)=[CH:6][CH:5]=1. The catalyst class is: 365. (8) Reactant: [CH2:1]([C:3]1[CH:4]=[C:5]([C:11]2[CH:16]=[CH:15][C:14]([C:17](=[O:19])[CH3:18])=[CH:13][CH:12]=2)[CH:6]=[CH:7][C:8]=1[O:9]C)[CH3:2].C(=O)=O.CC(C)=O.B(Br)(Br)Br.O. Product: [CH2:1]([C:3]1[CH:4]=[C:5]([C:11]2[CH:16]=[CH:15][C:14]([C:17](=[O:19])[CH3:18])=[CH:13][CH:12]=2)[CH:6]=[CH:7][C:8]=1[OH:9])[CH3:2]. The catalyst class is: 2. (9) Reactant: C(N(CC)CC)C.Cl.[F:9][C:10]1[CH:15]=[CH:14][C:13]([NH:16][C:17]([NH:19][C@H:20]2[CH2:25][CH2:24][CH2:23][NH:22][CH2:21]2)=[O:18])=[CH:12][CH:11]=1.[F:26][C:27]1[CH:35]=[CH:34][C:30]([C:31](Cl)=[O:32])=[CH:29][CH:28]=1.Cl. Product: [F:26][C:27]1[CH:35]=[CH:34][C:30]([C:31]([N:22]2[CH2:23][CH2:24][CH2:25][C@H:20]([NH:19][C:17]([NH:16][C:13]3[CH:14]=[CH:15][C:10]([F:9])=[CH:11][CH:12]=3)=[O:18])[CH2:21]2)=[O:32])=[CH:29][CH:28]=1. The catalyst class is: 4. (10) Reactant: C1CCN(C(N=NC(N2CCCCC2)=O)=O)CC1.[CH3:19][O:20][CH2:21][C@@H:22]([O:24][C:25]1[CH:26]=[C:27]([C:42]2[NH:46][N:45]=[C:44]([OH:47])[CH:43]=2)[CH:28]=[C:29]([O:31][C:32]2[CH:37]=[CH:36][C:35]([S:38]([CH3:41])(=[O:40])=[O:39])=[CH:34][CH:33]=2)[CH:30]=1)[CH3:23].[C:48]([O:52][CH3:53])(=[O:51])[CH2:49]O.C(P(CCCC)CCCC)CCC. Product: [CH3:19][O:20][CH2:21][C@@H:22]([O:24][C:25]1[CH:26]=[C:27]([C:42]2[NH:46][N:45]=[C:44]([O:47][CH2:49][C:48]([O:52][CH3:53])=[O:51])[CH:43]=2)[CH:28]=[C:29]([O:31][C:32]2[CH:37]=[CH:36][C:35]([S:38]([CH3:41])(=[O:40])=[O:39])=[CH:34][CH:33]=2)[CH:30]=1)[CH3:23]. The catalyst class is: 12.